This data is from Reaction yield outcomes from USPTO patents with 853,638 reactions. The task is: Predict the reaction yield, written as a fraction of the theoretical maximum amount of product (1.0 means a 100% yield; for example, 0.34 means a 34% yield). (1) The reactants are [Cl:1][C:2]1[CH:7]=[CH:6][CH:5]=[CH:4][C:3]=1[CH2:8][N:9]1[CH:13]=[C:12]([C:14]2[CH:19]=C(C#N)[CH:17]=[CH:16][N:15]=2)[N:11]=[CH:10]1.[OH-:22].[Na+].Cl.[CH3:25][CH2:26][OH:27]. No catalyst specified. The product is [Cl:1][C:2]1[CH:7]=[CH:6][CH:5]=[CH:4][C:3]=1[CH2:8][N:9]1[CH:13]=[C:12]([C:14]2[CH:19]=[C:25]([C:26]([OH:22])=[O:27])[CH:17]=[CH:16][N:15]=2)[N:11]=[CH:10]1. The yield is 0.920. (2) The reactants are [Cl:1][CH2:2][C:3]([C:5]1[CH:6]=[CH:7][C:8]2[O:13][CH2:12][C:11](=[O:14])[NH:10][C:9]=2[CH:15]=1)=O.FC(F)(F)C(O)=O.C([SiH](CC)CC)C. The catalyst is O. The product is [Cl:1][CH2:2][CH2:3][C:5]1[CH:6]=[CH:7][C:8]2[O:13][CH2:12][C:11](=[O:14])[NH:10][C:9]=2[CH:15]=1. The yield is 0.930.